This data is from Full USPTO retrosynthesis dataset with 1.9M reactions from patents (1976-2016). The task is: Predict the reactants needed to synthesize the given product. (1) Given the product [F:21][C:22]1[CH:30]=[C:29]2[C:25]([C:26]([C:40]3[CH:41]=[CH:42][C:43]4[N:47]=[CH:46][N:45]([CH2:48][C:49]([NH2:51])=[O:50])[C:44]=4[CH:52]=3)=[CH:27][NH:28]2)=[CH:24][CH:23]=1, predict the reactants needed to synthesize it. The reactants are: FC1C=C2C(C(I)=CN2S(C2C=CC=CC=2)(=O)=O)=CC=1.[F:21][C:22]1[CH:30]=[C:29]2[C:25]([C:26]([C:40]3[CH:41]=[CH:42][C:43]4[N:47]=[CH:46][N:45]([CH2:48][C:49]([NH2:51])=[O:50])[C:44]=4[CH:52]=3)=[CH:27][N:28]2S(C2C=CC=CC=2)(=O)=O)=[CH:24][CH:23]=1. (2) The reactants are: [CH2:1]1[CH:3]2[CH2:4][C:5]3[C:6]([O:11][C:12]4[N:13]=[N:14][C:15]([Cl:19])=[CH:16][C:17]=4Cl)=[CH:7][CH:8]=[CH:9][C:10]=3[CH:2]12.[OH-:20].[Na+]. Given the product [CH2:1]1[CH:3]2[CH2:4][C:5]3[C:6]([O:11][C:12]4[N:13]=[N:14][C:15]([Cl:19])=[CH:16][C:17]=4[OH:20])=[CH:7][CH:8]=[CH:9][C:10]=3[CH:2]12, predict the reactants needed to synthesize it. (3) Given the product [CH2:20]([CH:22]([NH:25][C:26]([N:1]1[C:9]2[C:4](=[CH:5][C:6]([O:10][C:11]3[CH:16]=[CH:15][N:14]=[C:13]([NH2:17])[CH:12]=3)=[CH:7][CH:8]=2)[CH:3]=[CH:2]1)=[O:27])[CH2:23][CH3:24])[CH3:21], predict the reactants needed to synthesize it. The reactants are: [NH:1]1[C:9]2[C:4](=[CH:5][C:6]([O:10][C:11]3[CH:16]=[CH:15][N:14]=[C:13]([NH2:17])[CH:12]=3)=[CH:7][CH:8]=2)[CH:3]=[CH:2]1.[H-].[Na+].[CH2:20]([CH:22]([NH:25][C:26](=O)[O:27]C1C=CC=CC=1)[CH2:23][CH3:24])[CH3:21]. (4) Given the product [CH2:1]([N:3]1[CH:7]=[C:6]([C:8]2[N:9]=[C:10]3[C:16]([C:17]([OH:29])=[O:18])=[CH:15][N:14]([CH2:19][O:20][CH2:21][CH2:22][Si:23]([CH3:25])([CH3:24])[CH3:26])[C:11]3=[N:12][CH:13]=2)[CH:5]=[N:4]1)[CH3:2], predict the reactants needed to synthesize it. The reactants are: [CH2:1]([N:3]1[CH:7]=[C:6]([C:8]2[N:9]=[C:10]3[C:16]([CH:17]=[O:18])=[CH:15][N:14]([CH2:19][O:20][CH2:21][CH2:22][Si:23]([CH3:26])([CH3:25])[CH3:24])[C:11]3=[N:12][CH:13]=2)[CH:5]=[N:4]1)[CH3:2].S(=O)(=O)([OH:29])N.[O-]Cl=O.[Na+].OP([O-])(O)=O.[K+]. (5) Given the product [CH:1]1([CH:6]([CH2:12][CH:13]=[CH2:14])[CH2:7][OH:8])[CH2:5][CH2:4][CH2:3][CH2:2]1, predict the reactants needed to synthesize it. The reactants are: [CH:1]1([CH:6]([CH2:12][CH:13]=[CH2:14])[C:7](OCC)=[O:8])[CH2:5][CH2:4][CH2:3][CH2:2]1.[H-].[Al+3].[Li+].[H-].[H-].[H-].[F-].[Na+]. (6) Given the product [CH:66]1([C:71]2([CH2:79][CH2:80][C:81]3[CH:86]=[CH:85][C:84]([OH:87])=[C:83]([CH2:88][OH:89])[CH:82]=3)[O:76][C:75](=[O:77])[CH2:74][C:73](=[O:78])[CH2:72]2)[CH2:70][CH2:69][CH2:68][CH2:67]1, predict the reactants needed to synthesize it. The reactants are: C(OC1C=CC(C#CC(C2CCCC2)(O)CC2OC(C)(C)OC(=O)C=2)=CC=1COC(=O)C)(=O)C.C1(C(O)(CC2OC(C)(C)OC(=O)C=2)C#CC2C=CC(C(C)(C)C#N)=C(F)C=2)CCCC1.[CH:66]1([C:71]2([CH2:79][CH2:80][C:81]3[CH:86]=[CH:85][C:84]([OH:87])=[C:83]([CH2:88][O:89]C)[CH:82]=3)[O:76][C:75](=[O:77])[CH2:74][C:73](=[O:78])[CH2:72]2)[CH2:70][CH2:69][CH2:68][CH2:67]1.